Dataset: NCI-60 drug combinations with 297,098 pairs across 59 cell lines. Task: Regression. Given two drug SMILES strings and cell line genomic features, predict the synergy score measuring deviation from expected non-interaction effect. (1) Drug 1: C1CCN(CC1)CCOC2=CC=C(C=C2)C(=O)C3=C(SC4=C3C=CC(=C4)O)C5=CC=C(C=C5)O. Drug 2: C1CN(CCN1C(=O)CCBr)C(=O)CCBr. Cell line: T-47D. Synergy scores: CSS=14.4, Synergy_ZIP=-6.64, Synergy_Bliss=-3.72, Synergy_Loewe=0.310, Synergy_HSA=0.654. (2) Drug 1: CC1=CC=C(C=C1)C2=CC(=NN2C3=CC=C(C=C3)S(=O)(=O)N)C(F)(F)F. Drug 2: C1=NNC2=C1C(=O)NC=N2. Cell line: CCRF-CEM. Synergy scores: CSS=-5.61, Synergy_ZIP=2.34, Synergy_Bliss=2.62, Synergy_Loewe=-6.05, Synergy_HSA=-4.60. (3) Drug 1: C1=NC(=NC(=O)N1C2C(C(C(O2)CO)O)O)N. Drug 2: C1CNP(=O)(OC1)N(CCCl)CCCl. Cell line: SNB-75. Synergy scores: CSS=15.0, Synergy_ZIP=-4.66, Synergy_Bliss=-3.88, Synergy_Loewe=-24.4, Synergy_HSA=-1.27. (4) Synergy scores: CSS=1.13, Synergy_ZIP=2.54, Synergy_Bliss=2.90, Synergy_Loewe=-12.5, Synergy_HSA=-1.41. Cell line: MDA-MB-435. Drug 2: C(CCl)NC(=O)N(CCCl)N=O. Drug 1: COC1=CC(=CC(=C1O)OC)C2C3C(COC3=O)C(C4=CC5=C(C=C24)OCO5)OC6C(C(C7C(O6)COC(O7)C8=CC=CS8)O)O. (5) Drug 1: C1=CC(=CC=C1CC(C(=O)O)N)N(CCCl)CCCl.Cl. Drug 2: CC(C)(C#N)C1=CC(=CC(=C1)CN2C=NC=N2)C(C)(C)C#N. Cell line: KM12. Synergy scores: CSS=6.64, Synergy_ZIP=-3.89, Synergy_Bliss=-0.361, Synergy_Loewe=3.28, Synergy_HSA=3.25.